Dataset: Reaction yield outcomes from USPTO patents with 853,638 reactions. Task: Predict the reaction yield, written as a fraction of the theoretical maximum amount of product (1.0 means a 100% yield; for example, 0.34 means a 34% yield). (1) The reactants are [CH2:1]([C:3]1[CH:4]=[C:5]2[C:9](=[CH:10][CH:11]=1)[NH:8][CH2:7][CH2:6]2)[CH3:2].[N+:12]([O-])([O-:14])=[O:13].[K+].[OH-].[Na+]. The catalyst is OS(O)(=O)=O. The product is [CH2:1]([C:3]1[CH:4]=[C:5]2[C:9](=[CH:10][C:11]=1[N+:12]([O-:14])=[O:13])[NH:8][CH2:7][CH2:6]2)[CH3:2]. The yield is 0.580. (2) The reactants are [CH3:1][O:2][C:3]1[CH:11]=[C:7]([C:8]([OH:10])=[O:9])[C:6]([NH2:12])=[CH:5][CH:4]=1.[C:13](OC(=O)C)(=O)[CH3:14]. No catalyst specified. The product is [CH3:13][C:14]1[O:9][C:8](=[O:10])[C:7]2[CH:11]=[C:3]([O:2][CH3:1])[CH:4]=[CH:5][C:6]=2[N:12]=1. The yield is 0.710. (3) The reactants are [Cl:1][C:2]1[CH:3]=[CH:4][C:5]([C:20]([F:23])([F:22])[F:21])=[C:6]([CH:19]=1)[CH2:7][N:8]1[CH2:13][CH2:12][NH:11][C:10]2[N:14]=[CH:15][C:16](I)=[CH:17][C:9]1=2.[CH3:24][N:25]1[CH2:30][CH2:29][N:28]([C:31]2[CH:36]=[CH:35][C:34](B3OC(C)(C)C(C)(C)O3)=[CH:33][N:32]=2)[CH2:27][CH2:26]1. No catalyst specified. The product is [Cl:1][C:2]1[CH:3]=[CH:4][C:5]([C:20]([F:23])([F:22])[F:21])=[C:6]([CH:19]=1)[CH2:7][N:8]1[CH2:13][CH2:12][NH:11][C:10]2[N:14]=[CH:15][C:16]([C:34]3[CH:33]=[N:32][C:31]([N:28]4[CH2:27][CH2:26][N:25]([CH3:24])[CH2:30][CH2:29]4)=[CH:36][CH:35]=3)=[CH:17][C:9]1=2. The yield is 0.280. (4) The reactants are [Cl:1][C:2]1[C:11]2[C:6](=[CH:7][CH:8]=[CH:9][CH:10]=2)[N:5]=[C:4](I)[C:3]=1[F:13].C(O)CCC.C(=O)([O-])[O-].[Cs+].[Cs+].[F:25][C:26]1[CH:31]=[CH:30][CH:29]=[CH:28][C:27]=1B(O)O. The catalyst is C1(C)C=CC=CC=1.O. The product is [Cl:1][C:2]1[C:11]2[C:6](=[CH:7][CH:8]=[CH:9][CH:10]=2)[N:5]=[C:4]([C:27]2[CH:28]=[CH:29][CH:30]=[CH:31][C:26]=2[F:25])[C:3]=1[F:13]. The yield is 0.480. (5) The reactants are [CH3:1][C:2]1[C:3]2[CH:19]=[CH:18][CH:17]=[CH:16][C:4]=2[S:5][C:6]=1[C:7](=[N:9][S@@:10]([C:12]([CH3:15])([CH3:14])[CH3:13])=[O:11])[CH3:8].B1C2CCCC1CCC2. The catalyst is C1COCC1. The product is [CH3:1][C:2]1[C:3]2[CH:19]=[CH:18][CH:17]=[CH:16][C:4]=2[S:5][C:6]=1[CH:7]([NH:9][S@@:10]([C:12]([CH3:15])([CH3:13])[CH3:14])=[O:11])[CH3:8]. The yield is 0.880. (6) The reactants are [CH3:1][C:2]1[N:7]=[C:6]2[S:8][C:9]3[CH2:14][CH2:13][CH2:12][CH2:11][C:10]=3[C:5]2=[C:4]([C:15]2[CH:20]=[CH:19][C:18]([O:21][CH3:22])=[C:17]([O:23][CH3:24])[CH:16]=2)[C:3]=1[CH:25]([CH2:30][CH2:31][CH3:32])[C:26]([O:28]C)=[O:27].[OH-].[Na+]. The product is [CH3:1][C:2]1[N:7]=[C:6]2[S:8][C:9]3[CH2:14][CH2:13][CH2:12][CH2:11][C:10]=3[C:5]2=[C:4]([C:15]2[CH:20]=[CH:19][C:18]([O:21][CH3:22])=[C:17]([O:23][CH3:24])[CH:16]=2)[C:3]=1[CH:25]([CH2:30][CH2:31][CH3:32])[C:26]([OH:28])=[O:27]. The yield is 0.360. The catalyst is CO. (7) The reactants are [C:1]([O:5][C:6]([NH:8][NH:9][C:10]([CH3:23])([CH2:14][C:15]1[CH:20]=[CH:19][C:18]([OH:21])=[C:17]([OH:22])[CH:16]=1)[C:11]([OH:13])=[O:12])=[O:7])([CH3:4])([CH3:3])[CH3:2].C(=O)([O-])O.[Cs+].Br[CH2:30][C:31]([O:33][C:34]([CH3:37])([CH3:36])[CH3:35])=[O:32]. The catalyst is CN(C)C=O. The product is [OH:22][C:17]1[CH:16]=[C:15]([CH2:14][C@@:10]([NH:9][NH:8][C:6]([O:5][C:1]([CH3:4])([CH3:2])[CH3:3])=[O:7])([CH3:23])[C:11]([O:13][CH2:30][C:31]([O:33][C:34]([CH3:37])([CH3:36])[CH3:35])=[O:32])=[O:12])[CH:20]=[CH:19][C:18]=1[OH:21]. The yield is 0.810. (8) The reactants are [OH:1][CH2:2][C@@H:3]([NH:11][C:12](=[O:18])[O:13][C:14]([CH3:17])([CH3:16])[CH3:15])[CH2:4][C@H:5]([CH2:9][OH:10])[CH2:6][CH:7]=[CH2:8].[CH3:19][C:20]1C=CC(S(O)(=O)=O)=C[CH:25]=1.COC(OC)(C)C. The catalyst is CC(C)=O. The product is [OH:10][CH2:9][C@H:5]([CH2:6][CH:7]=[CH2:8])[CH2:4][C@H:3]1[CH2:2][O:1][C:20]([CH3:25])([CH3:19])[N:11]1[C:12]([O:13][C:14]([CH3:17])([CH3:16])[CH3:15])=[O:18]. The yield is 0.960.